This data is from Full USPTO retrosynthesis dataset with 1.9M reactions from patents (1976-2016). The task is: Predict the reactants needed to synthesize the given product. (1) Given the product [C:14]([C:11]1[O:10][C:9]([S:6]([NH2:5])(=[O:8])=[O:7])=[CH:13][CH:12]=1)#[N:15], predict the reactants needed to synthesize it. The reactants are: C([NH:5][S:6]([C:9]1[O:10][C:11]([C:14]#[N:15])=[CH:12][CH:13]=1)(=[O:8])=[O:7])(C)(C)C. (2) Given the product [C:27]([CH:30]1[CH2:35][CH2:34][CH:33]([NH:36][C:37]2[C:42]([F:43])=[CH:41][N:40]=[C:39]([NH:11][C:5]3[CH:6]=[CH:7][C:8]4[O:9][CH2:10][CH2:1][O:2][C:3]=4[CH:4]=3)[N:38]=2)[CH2:32][CH2:31]1)([OH:29])=[O:28], predict the reactants needed to synthesize it. The reactants are: [CH2:1]1[CH2:10][O:9][C:8]2[CH:7]=[CH:6][C:5]([NH:11]C3C(F)=CN=C(NC4C=CC=C(O)C=4)N=3)=[CH:4][C:3]=2[O:2]1.[C:27]([CH:30]1[CH2:35][CH2:34][CH:33]([NH:36][C:37]2[C:42]([F:43])=[CH:41][N:40]=[C:39](Cl)[N:38]=2)[CH2:32][CH2:31]1)([OH:29])=[O:28].C1COC2C=CC(N)=CC=2O1. (3) Given the product [C:1]([O:5][C:6]([NH:7][C:8]1[CH:13]=[C:12]([Cl:14])[C:11]([O:15][CH2:16][CH2:17][O:18][C:21](=[O:23])[CH3:22])=[C:10]([Cl:19])[CH:9]=1)=[O:20])([CH3:4])([CH3:2])[CH3:3], predict the reactants needed to synthesize it. The reactants are: [C:1]([O:5][C:6](=[O:20])[NH:7][C:8]1[CH:13]=[C:12]([Cl:14])[C:11]([O:15][CH2:16][CH2:17][OH:18])=[C:10]([Cl:19])[CH:9]=1)([CH3:4])([CH3:3])[CH3:2].[C:21](OC(=O)C)(=[O:23])[CH3:22]. (4) Given the product [N+:8]([C:11]1[CH:12]=[C:13]([CH:14]=[CH:15][CH:16]=1)[O:17][CH2:2][C:3]([O:5][CH2:6][CH3:7])=[O:4])([O-:10])=[O:9], predict the reactants needed to synthesize it. The reactants are: Br[CH2:2][C:3]([O:5][CH2:6][CH3:7])=[O:4].[N+:8]([C:11]1[CH:12]=[C:13]([OH:17])[CH:14]=[CH:15][CH:16]=1)([O-:10])=[O:9]. (5) Given the product [CH3:6][N:7]([CH3:32])[S:8]([N:11]1[CH:15]=[C:14]([C:16]2[CH:24]=[CH:23][C:19]3[O:20][CH2:21][O:22][C:18]=3[CH:17]=2)[C:13]([C:25]2[CH:30]=[CH:29][CH:28]=[C:27]([CH:1]3[CH2:3][CH2:2]3)[N:26]=2)=[N:12]1)(=[O:10])=[O:9], predict the reactants needed to synthesize it. The reactants are: [CH:1]1([Mg]Br)[CH2:3][CH2:2]1.[CH3:6][N:7]([CH3:32])[S:8]([N:11]1[CH:15]=[C:14]([C:16]2[CH:24]=[CH:23][C:19]3[O:20][CH2:21][O:22][C:18]=3[CH:17]=2)[C:13]([C:25]2[CH:30]=[CH:29][CH:28]=[C:27](Br)[N:26]=2)=[N:12]1)(=[O:10])=[O:9]. (6) The reactants are: C[C:2](=[O:6])[CH2:3][CH2:4]C.[F:7][C:8]([F:58])([F:57])[C:9]([O:18][CH2:19][C:20]([CH2:42][O:43][C:44]([C:53]([F:56])([F:55])[F:54])([C:49]([F:52])([F:51])[F:50])[C:45]([F:48])([F:47])[F:46])([CH2:27][O:28][C:29]([C:38]([F:41])([F:40])[F:39])([C:34]([F:37])([F:36])[F:35])[C:30]([F:33])([F:32])[F:31])[CH2:21][O:22][CH2:23][CH2:24][CH2:25][SH:26])([C:14]([F:17])([F:16])[F:15])[C:10]([F:13])([F:12])[F:11].[C:59]([O-:62])([O-])=O.[Cs+].[Cs+].Br[CH2:66][C:67]([CH2:82]Br)([CH2:80]Br)[CH2:68][O:69][CH2:70][CH2:71][O:72][CH2:73][C:74]1[CH:79]=[CH:78][CH:77]=[CH:76][CH:75]=1. Given the product [CH2:73]([O:72][CH2:71][CH2:70][O:69][CH2:68][C:67]([CH2:82][S:26][CH2:25][CH2:24][CH2:23][O:22][CH2:21][C:3]([CH2:4][O:62][C:59]([C:53]([F:56])([F:55])[F:54])([C:49]([F:52])([F:51])[F:50])[C:45]([F:48])([F:47])[F:46])([CH2:2][O:6][C:9]([C:10]([F:11])([F:12])[F:13])([C:8]([F:58])([F:57])[F:7])[C:14]([F:15])([F:16])[F:17])[CH2:27][O:28][C:29]([C:30]([F:31])([F:32])[F:33])([C:38]([F:41])([F:40])[F:39])[C:34]([F:37])([F:36])[F:35])([CH2:80][S:26][CH2:25][CH2:24][CH2:23][O:22][CH2:21][C:20]([CH2:27][O:28][C:29]([C:30]([F:33])([F:32])[F:31])([C:34]([F:35])([F:36])[F:37])[C:38]([F:41])([F:40])[F:39])([CH2:42][O:43][C:44]([C:45]([F:46])([F:47])[F:48])([C:49]([F:50])([F:51])[F:52])[C:53]([F:54])([F:55])[F:56])[CH2:19][O:18][C:9]([C:10]([F:13])([F:12])[F:11])([C:14]([F:17])([F:16])[F:15])[C:8]([F:57])([F:58])[F:7])[CH2:66][S:26][CH2:25][CH2:24][CH2:23][O:22][CH2:21][C:20]([CH2:27][O:28][C:29]([C:30]([F:33])([F:32])[F:31])([C:34]([F:35])([F:36])[F:37])[C:38]([F:41])([F:40])[F:39])([CH2:42][O:43][C:44]([C:45]([F:46])([F:47])[F:48])([C:49]([F:50])([F:51])[F:52])[C:53]([F:54])([F:55])[F:56])[CH2:19][O:18][C:9]([C:10]([F:13])([F:12])[F:11])([C:14]([F:17])([F:16])[F:15])[C:8]([F:57])([F:58])[F:7])[C:74]1[CH:79]=[CH:78][CH:77]=[CH:76][CH:75]=1, predict the reactants needed to synthesize it. (7) Given the product [CH2:1]([CH:8]1[CH2:9][CH2:10][N:11]([CH2:14][C:15]2[NH:19][C:18]3[CH:20]=[CH:21][C:22]([OH:24])=[CH:23][C:17]=3[N:16]=2)[CH2:12][CH2:13]1)[C:2]1[CH:3]=[CH:4][CH:5]=[CH:6][CH:7]=1, predict the reactants needed to synthesize it. The reactants are: [CH2:1]([CH:8]1[CH2:13][CH2:12][N:11]([CH2:14][C:15]2[NH:19][C:18]3[CH:20]=[CH:21][C:22]([O:24]C)=[CH:23][C:17]=3[N:16]=2)[CH2:10][CH2:9]1)[C:2]1[CH:7]=[CH:6][CH:5]=[CH:4][CH:3]=1. (8) Given the product [CH2:9]=[C:8]([CH2:10][C:11]([N:1]1[CH2:6][CH2:5][O:4][CH2:3][CH2:2]1)=[O:12])[C:7]([OH:14])=[O:13], predict the reactants needed to synthesize it. The reactants are: [NH:1]1[CH2:6][CH2:5][O:4][CH2:3][CH2:2]1.[C:7]1(=[O:14])[O:13][C:11](=[O:12])[CH2:10][C:8]1=[CH2:9]. (9) Given the product [Cl:25][C:23]1[C:22]([O:26][CH3:27])=[CH:21][C:20]([O:28][CH3:29])=[C:19]([NH:18][C:17]([CH2:16][N:7]2[C:8]3[C:13](=[CH:12][CH:11]=[CH:10][CH:9]=3)[C:14](=[O:15])[N:5]([CH2:4][C:3]([OH:32])=[O:2])[C:6]2=[O:31])=[O:30])[CH:24]=1, predict the reactants needed to synthesize it. The reactants are: C[O:2][C:3](=[O:32])[CH2:4][N:5]1[C:14](=[O:15])[C:13]2[C:8](=[CH:9][CH:10]=[CH:11][CH:12]=2)[N:7]([CH2:16][C:17](=[O:30])[NH:18][C:19]2[CH:24]=[C:23]([Cl:25])[C:22]([O:26][CH3:27])=[CH:21][C:20]=2[O:28][CH3:29])[C:6]1=[O:31].[OH-].[K+]. (10) Given the product [CH:1]1[C:13]2[CH:12]([CH2:14][O:15][C:16](=[O:17])[NH:18][C:19]3[CH:24]=[C:23]([S:25]([Cl:33])(=[O:27])=[O:26])[C:22]([CH3:29])=[CH:21][C:20]=3[CH3:30])[C:11]3[C:6](=[CH:7][CH:8]=[CH:9][CH:10]=3)[C:5]=2[CH:4]=[CH:3][CH:2]=1, predict the reactants needed to synthesize it. The reactants are: [CH:1]1[C:13]2[CH:12]([CH2:14][O:15][C:16]([NH:18][C:19]3[C:20]([CH3:30])=[CH:21][C:22]([CH3:29])=[C:23]([S:25](O)(=[O:27])=[O:26])[CH:24]=3)=[O:17])[C:11]3[C:6](=[CH:7][CH:8]=[CH:9][CH:10]=3)[C:5]=2[CH:4]=[CH:3][CH:2]=1.S(Cl)([Cl:33])=O.